This data is from Forward reaction prediction with 1.9M reactions from USPTO patents (1976-2016). The task is: Predict the product of the given reaction. Given the reactants Br[C:2]1[CH:7]=[CH:6][C:5]([C:8]([N:10]2[CH2:15][CH2:14][N:13]([C:16]3[C:21]([CH3:22])=[CH:20][C:19]([CH:23]4[CH2:25][CH2:24]4)=[CH:18][N:17]=3)[CH2:12][CH2:11]2)=[O:9])=[C:4]([CH3:26])[CH:3]=1.[O:27]1[CH2:31][CH2:30][NH:29][C:28]1=[O:32], predict the reaction product. The product is: [CH:23]1([C:19]2[CH:20]=[C:21]([CH3:22])[C:16]([N:13]3[CH2:14][CH2:15][N:10]([C:8]([C:5]4[CH:6]=[CH:7][C:2]([N:29]5[CH2:30][CH2:31][O:27][C:28]5=[O:32])=[CH:3][C:4]=4[CH3:26])=[O:9])[CH2:11][CH2:12]3)=[N:17][CH:18]=2)[CH2:25][CH2:24]1.